Task: Predict the reactants needed to synthesize the given product.. Dataset: Full USPTO retrosynthesis dataset with 1.9M reactions from patents (1976-2016) (1) Given the product [OH:20][CH2:19][CH2:21][NH:22][S:2]([C:5]1[CH:14]=[C:13]2[C:8]([C:9]([C:16]([OH:18])=[O:17])=[CH:10][NH:11][C:12]2=[O:15])=[CH:7][CH:6]=1)(=[O:4])=[O:3], predict the reactants needed to synthesize it. The reactants are: Cl[S:2]([C:5]1[CH:14]=[C:13]2[C:8]([C:9]([C:16]([OH:18])=[O:17])=[CH:10][NH:11][C:12]2=[O:15])=[CH:7][CH:6]=1)(=[O:4])=[O:3].[CH2:19]([CH2:21][NH2:22])[OH:20].Cl. (2) The reactants are: [Cr](Cl)([O-])(=O)=O.[NH+]1C=CC=CC=1.[C:12]([C:14]1[CH:35]=[CH:34][C:17]([CH2:18][CH:19]([CH2:32][OH:33])[CH2:20][CH2:21][C:22]2[CH:31]=[CH:30][C:25]([C:26]([O:28][CH3:29])=[O:27])=[CH:24][CH:23]=2)=[CH:16][CH:15]=1)#[N:13]. Given the product [C:12]([C:14]1[CH:15]=[CH:16][C:17]([CH2:18][CH:19]([CH:32]=[O:33])[CH2:20][CH2:21][C:22]2[CH:23]=[CH:24][C:25]([C:26]([O:28][CH3:29])=[O:27])=[CH:30][CH:31]=2)=[CH:34][CH:35]=1)#[N:13], predict the reactants needed to synthesize it. (3) Given the product [Br:1][C:2]1[CH:3]=[N:4][C:5]([N:8]2[CH2:13][CH2:12][C:11]([CH3:19])([C:14]([OH:16])=[O:15])[CH2:10][CH2:9]2)=[N:6][CH:7]=1, predict the reactants needed to synthesize it. The reactants are: [Br:1][C:2]1[CH:3]=[N:4][C:5]([N:8]2[CH2:13][CH2:12][C:11]([CH3:19])([C:14]([O:16]CC)=[O:15])[CH2:10][CH2:9]2)=[N:6][CH:7]=1.Cl. (4) Given the product [CH:5]12[CH2:7][CH:1]([O:6]1)[CH2:2][N:3]([C:8]1[CH:17]=[C:16]3[C:11]([N:12]=[CH:13][CH:14]=[N:15]3)=[C:10]([O:18][CH:19]3[CH2:20][CH2:21][CH:22]([NH:25][C:27]4[N:32]=[CH:31][CH:30]=[CH:29][N:28]=4)[CH2:23][CH2:24]3)[CH:9]=1)[CH2:4]2, predict the reactants needed to synthesize it. The reactants are: [CH:1]12[CH2:7][CH:5]([O:6]1)[CH2:4][N:3]([C:8]1[CH:17]=[C:16]3[C:11]([N:12]=[CH:13][CH:14]=[N:15]3)=[C:10]([O:18][CH:19]3[CH2:24][CH2:23][CH:22]([NH2:25])[CH2:21][CH2:20]3)[CH:9]=1)[CH2:2]2.F[C:27]1[N:32]=[CH:31][CH:30]=[CH:29][N:28]=1.CCN(C(C)C)C(C)C. (5) The reactants are: [Br:1][C:2]1[CH:7]=[C:6]([F:8])[CH:5]=[CH:4][C:3]=1[OH:9].[C:10]([C:12]1[CH:13]=[C:14]([S:19]([NH:22][C:23]2[S:27][N:26]=[CH:25][N:24]=2)(=[O:21])=[O:20])[CH:15]=[CH:16][C:17]=1F)#[N:11]. Given the product [Br:1][C:2]1[CH:7]=[C:6]([F:8])[CH:5]=[CH:4][C:3]=1[O:9][C:17]1[CH:16]=[CH:15][C:14]([S:19]([NH:22][C:23]2[S:27][N:26]=[CH:25][N:24]=2)(=[O:21])=[O:20])=[CH:13][C:12]=1[C:10]#[N:11], predict the reactants needed to synthesize it. (6) The reactants are: [OH:1][C@@:2]1([CH2:37][O:38][CH3:39])[CH2:7][CH2:6][CH2:5][CH2:4][C@H:3]1[N:8]1[C:12]([C:13]2[CH:18]=[CH:17][CH:16]=[CH:15][CH:14]=2)=[C:11]([C:19]([N:21]2[CH2:26][CH2:25][N:24]([C:27]([O:29][C:30]([CH3:33])([CH3:32])[CH3:31])=[O:28])[CH2:23][C@H:22]2[CH2:34][CH:35]=[O:36])=[O:20])[N:10]=[CH:9]1.[C:40]1([Mg]Br)[CH:45]=[CH:44][CH:43]=[CH:42][CH:41]=1.[Cl-].[NH4+]. Given the product [OH:1][C@@:2]1([CH2:37][O:38][CH3:39])[CH2:7][CH2:6][CH2:5][CH2:4][C@H:3]1[N:8]1[C:12]([C:13]2[CH:14]=[CH:15][CH:16]=[CH:17][CH:18]=2)=[C:11]([C:19]([N:21]2[CH2:26][CH2:25][N:24]([C:27]([O:29][C:30]([CH3:32])([CH3:33])[CH3:31])=[O:28])[CH2:23][C@H:22]2[CH2:34][C@@H:35]([OH:36])[C:40]2[CH:45]=[CH:44][CH:43]=[CH:42][CH:41]=2)=[O:20])[N:10]=[CH:9]1.[OH:1][C@@:2]1([CH2:37][O:38][CH3:39])[CH2:7][CH2:6][CH2:5][CH2:4][C@H:3]1[N:8]1[C:12]([C:13]2[CH:14]=[CH:15][CH:16]=[CH:17][CH:18]=2)=[C:11]([C:19]([N:21]2[CH2:26][CH2:25][N:24]([C:27]([O:29][C:30]([CH3:32])([CH3:33])[CH3:31])=[O:28])[CH2:23][C@H:22]2[CH2:34][C@H:35]([OH:36])[C:40]2[CH:45]=[CH:44][CH:43]=[CH:42][CH:41]=2)=[O:20])[N:10]=[CH:9]1, predict the reactants needed to synthesize it. (7) The reactants are: C([N:8](CC1C=CC=CC=1)[C:9]1[CH:10]=[CH:11][CH:12]=[C:13]2[C:18]=1[C:17](=[O:19])[N:16]([CH2:20][CH2:21][F:22])[CH2:15][CH2:14]2)C1C=CC=CC=1. Given the product [NH2:8][C:9]1[CH:10]=[CH:11][CH:12]=[C:13]2[C:18]=1[C:17](=[O:19])[N:16]([CH2:20][CH2:21][F:22])[CH2:15][CH2:14]2, predict the reactants needed to synthesize it. (8) The reactants are: Cl[C:2]1[C:3]2[C:10]([CH3:11])=[C:9]([Cl:12])[S:8][C:4]=2[N:5]=[CH:6][N:7]=1.[NH2:13][C:14]1[CH:22]=[CH:21][C:17]([C:18]([NH2:20])=[O:19])=[CH:16][C:15]=1[O:23][CH:24]([CH3:26])[CH3:25]. Given the product [Cl:12][C:9]1[S:8][C:4]2[N:5]=[CH:6][N:7]=[C:2]([NH:13][C:14]3[CH:22]=[CH:21][C:17]([C:18]([NH2:20])=[O:19])=[CH:16][C:15]=3[O:23][CH:24]([CH3:26])[CH3:25])[C:3]=2[C:10]=1[CH3:11], predict the reactants needed to synthesize it.